This data is from Reaction yield outcomes from USPTO patents with 853,638 reactions. The task is: Predict the reaction yield, written as a fraction of the theoretical maximum amount of product (1.0 means a 100% yield; for example, 0.34 means a 34% yield). (1) The reactants are [H-].[Na+].[Br:3][C:4]1[CH:5]=[CH:6][C:7]([CH:10]([OH:15])[C:11]([F:14])([F:13])[F:12])=[N:8][CH:9]=1.[F:16][C:17]([F:23])([F:22])[S:18](Cl)(=[O:20])=[O:19]. The catalyst is C(OCC)C. The product is [Br:3][C:4]1[CH:5]=[CH:6][C:7]([CH:10]([O:15][S:18]([C:17]([F:23])([F:22])[F:16])(=[O:20])=[O:19])[C:11]([F:12])([F:13])[F:14])=[N:8][CH:9]=1. The yield is 0.780. (2) The reactants are Br[C:2]1[C:3]([CH3:16])=[N:4][N:5]([C:7]2[CH:12]=[CH:11][N:10]=[C:9]3[NH:13][CH:14]=[CH:15][C:8]=23)[CH:6]=1.[C:17]([C:19]1[CH:20]=[C:21](B(O)O)[CH:22]=[CH:23][CH:24]=1)#[N:18].C(=O)([O-])[O-].[Na+].[Na+].COCCOC.O. The catalyst is C1C=CC([P]([Pd]([P](C2C=CC=CC=2)(C2C=CC=CC=2)C2C=CC=CC=2)([P](C2C=CC=CC=2)(C2C=CC=CC=2)C2C=CC=CC=2)[P](C2C=CC=CC=2)(C2C=CC=CC=2)C2C=CC=CC=2)(C2C=CC=CC=2)C2C=CC=CC=2)=CC=1. The product is [CH3:16][C:3]1[C:2]([C:23]2[CH:24]=[C:19]([CH:20]=[CH:21][CH:22]=2)[C:17]#[N:18])=[CH:6][N:5]([C:7]2[CH:12]=[CH:11][N:10]=[C:9]3[NH:13][CH:14]=[CH:15][C:8]=23)[N:4]=1. The yield is 0.440. (3) The reactants are Br[C:2]1[C:3]([C:14]2[CH:19]=[CH:18][C:17]([CH3:20])=[CH:16][CH:15]=2)=[C:4]([CH3:13])[C:5]2[O:9][C:8]([CH3:11])([CH3:10])[CH2:7][C:6]=2[CH:12]=1.[CH3:21][C:22]1[CH:27]=[CH:26][C:25]([N:28]2[CH2:33][CH2:32][NH:31][CH2:30][CH2:29]2)=[CH:24][CH:23]=1.CC1(C)C2C(=C(P(C3C=CC=CC=3)C3C=CC=CC=3)C=CC=2)OC2C(P(C3C=CC=CC=3)C3C=CC=CC=3)=CC=CC1=2.CC(C)([O-])C.[Na+]. The catalyst is C1C=CC(/C=C/C(/C=C/C2C=CC=CC=2)=O)=CC=1.C1C=CC(/C=C/C(/C=C/C2C=CC=CC=2)=O)=CC=1.C1C=CC(/C=C/C(/C=C/C2C=CC=CC=2)=O)=CC=1.[Pd].[Pd].C1(C)C=CC=CC=1. The product is [CH3:10][C:8]1([CH3:11])[CH2:7][C:6]2[CH:12]=[C:2]([N:31]3[CH2:32][CH2:33][N:28]([C:25]4[CH:26]=[CH:27][C:22]([CH3:21])=[CH:23][CH:24]=4)[CH2:29][CH2:30]3)[C:3]([C:14]3[CH:19]=[CH:18][C:17]([CH3:20])=[CH:16][CH:15]=3)=[C:4]([CH3:13])[C:5]=2[O:9]1. The yield is 0.0300.